This data is from Forward reaction prediction with 1.9M reactions from USPTO patents (1976-2016). The task is: Predict the product of the given reaction. (1) Given the reactants [NH:1]1[C:5]2[CH:6]=[CH:7][CH:8]=[CH:9][C:4]=2[N:3]=[C:2]1[CH:10]1[CH2:15][CH2:14][N:13]([C:16]([C:18]2[CH:25]=[CH:24][C:21]([C:22]#[N:23])=[CH:20][CH:19]=2)=[O:17])[CH2:12][CH2:11]1.[NH2:26][OH:27], predict the reaction product. The product is: [NH:1]1[C:5]2[CH:6]=[CH:7][CH:8]=[CH:9][C:4]=2[N:3]=[C:2]1[CH:10]1[CH2:15][CH2:14][N:13]([C:16]([C:18]2[CH:25]=[CH:24][C:21]([C:22](=[NH:23])[NH:26][OH:27])=[CH:20][CH:19]=2)=[O:17])[CH2:12][CH2:11]1. (2) Given the reactants C[O:2][C:3](=[O:12])[C:4]1[CH:9]=[CH:8][C:7]([CH3:10])=[C:6]([I:11])[CH:5]=1.[OH-].[Na+].O, predict the reaction product. The product is: [I:11][C:6]1[CH:5]=[C:4]([CH:9]=[CH:8][C:7]=1[CH3:10])[C:3]([OH:12])=[O:2]. (3) Given the reactants Cl[C:2]1[N:7]=[C:6]([CH:8]([F:10])[F:9])[CH:5]=[C:4]([C:11]2[CH:12]=[N:13][C:14]([C:17]([F:20])([F:19])[F:18])=[CH:15][CH:16]=2)[N:3]=1.[Br:21][C:22]1[CH:23]=[C:24](B(O)O)[CH:25]=[CH:26][CH:27]=1, predict the reaction product. The product is: [Br:21][C:22]1[CH:27]=[C:26]([C:2]2[N:7]=[C:6]([CH:8]([F:10])[F:9])[CH:5]=[C:4]([C:11]3[CH:12]=[N:13][C:14]([C:17]([F:20])([F:19])[F:18])=[CH:15][CH:16]=3)[N:3]=2)[CH:25]=[CH:24][CH:23]=1. (4) Given the reactants [CH:1](=O)[C:2]1[CH:7]=[CH:6][CH:5]=[CH:4][CH:3]=1.[F:9][CH:10]([F:19])[O:11][C:12]1[CH:13]=[C:14]([NH2:18])[CH:15]=[N:16][CH:17]=1, predict the reaction product. The product is: [CH:1](=[N:18][C:14]1[CH:15]=[N:16][CH:17]=[C:12]([O:11][CH:10]([F:19])[F:9])[CH:13]=1)[C:2]1[CH:7]=[CH:6][CH:5]=[CH:4][CH:3]=1. (5) Given the reactants [F:1][C:2]1[CH:7]=[CH:6][C:5]([C@H:8]([NH:10][C@H:11]2[CH2:15][CH2:14][C@@H:13]([C:16]3[CH:23]=[CH:22][C:19]([C:20]#[N:21])=[CH:18][CH:17]=3)[CH2:12]2)[CH3:9])=[CH:4][C:3]=1[O:24][CH3:25].C[Si]([N:30]=[N+:31]=[N-:32])(C)C, predict the reaction product. The product is: [F:1][C:2]1[CH:7]=[CH:6][C:5]([C@H:8]([NH:10][C@H:11]2[CH2:15][CH2:14][C@@H:13]([C:16]3[CH:17]=[CH:18][C:19]([C:20]4[NH:32][N:31]=[N:30][N:21]=4)=[CH:22][CH:23]=3)[CH2:12]2)[CH3:9])=[CH:4][C:3]=1[O:24][CH3:25]. (6) Given the reactants Cl.[OH:2][CH:3]1[CH2:6][NH:5][CH2:4]1.C(N(CC)CC)C.[CH3:14][C:15]([O:18][C:19](O[C:19]([O:18][C:15]([CH3:17])([CH3:16])[CH3:14])=[O:20])=[O:20])([CH3:17])[CH3:16], predict the reaction product. The product is: [C:15]([O:18][C:19]([N:5]1[CH2:6][CH:3]([OH:2])[CH2:4]1)=[O:20])([CH3:17])([CH3:16])[CH3:14]. (7) Given the reactants [Cl:1][C:2]1[CH:7]=[CH:6][C:5]([CH2:8][C:9]#[N:10])=[C:4]([F:11])[CH:3]=1.[Cl:12][C:13]1[CH:14]=[C:15]([CH:18]=[CH:19][C:20]=1[Cl:21])[CH:16]=O.C[O-].[Na+], predict the reaction product. The product is: [Cl:1][C:2]1[CH:7]=[CH:6][C:5](/[C:8](=[CH:16]/[C:15]2[CH:18]=[CH:19][C:20]([Cl:21])=[C:13]([Cl:12])[CH:14]=2)/[C:9]#[N:10])=[C:4]([F:11])[CH:3]=1. (8) Given the reactants [C:1]([O:5][C:6]([N:8]1[CH2:13][CH2:12][N:11]([C:14]2[CH:19]=[N:18][C:17](Br)=[CH:16][N:15]=2)[CH2:10][CH2:9]1)=[O:7])([CH3:4])([CH3:3])[CH3:2].[CH3:21][N:22](C=O)C, predict the reaction product. The product is: [C:1]([O:5][C:6]([N:8]1[CH2:13][CH2:12][N:11]([C:14]2[CH:19]=[N:18][C:17]([C:21]#[N:22])=[CH:16][N:15]=2)[CH2:10][CH2:9]1)=[O:7])([CH3:4])([CH3:3])[CH3:2]. (9) Given the reactants [OH:1][CH:2]([C@H:6]1[CH2:10][CH2:9][N:8]([C:11]([O:13][C:14]([CH3:17])([CH3:16])[CH3:15])=[O:12])[CH2:7]1)[CH2:3][CH:4]=[CH2:5].[N+](=[CH2:20])=[N-].O, predict the reaction product. The product is: [C:14]([O:13][C:11]([N:8]1[CH2:9][CH2:10][C@H:6]([CH:2]([OH:1])[CH2:3][CH:4]2[CH2:20][CH2:5]2)[CH2:7]1)=[O:12])([CH3:17])([CH3:16])[CH3:15].